Dataset: Full USPTO retrosynthesis dataset with 1.9M reactions from patents (1976-2016). Task: Predict the reactants needed to synthesize the given product. (1) Given the product [Br:16][C:9]1[C:8]([C:5]2[CH:4]=[CH:3][C:2]([F:1])=[CH:7][CH:6]=2)=[N:12][N:11]2[CH2:13][CH2:14][CH2:15][C:10]=12, predict the reactants needed to synthesize it. The reactants are: [F:1][C:2]1[CH:7]=[CH:6][C:5]([C:8]2[CH:9]=[C:10]3[CH2:15][CH2:14][CH2:13][N:11]3[N:12]=2)=[CH:4][CH:3]=1.[Br:16]N1C(=O)CCC1=O. (2) Given the product [C:3]([C@H:6]1[C@@H:10]2[C@@H:11]3[C@@:24]([CH3:27])([CH2:25][CH2:26][C@@:9]2([NH2:42])[CH2:8][CH2:7]1)[C@@:23]1([CH3:28])[C@@H:14]([C@:15]2([CH3:41])[C@@H:20]([CH2:21][CH2:22]1)[C:19]([CH3:30])([CH3:29])[C:18]([C:31]1[CH:32]=[CH:33][C:34]([C:35]([O:37][CH3:38])=[O:36])=[CH:39][CH:40]=1)=[CH:17][CH2:16]2)[CH2:13][CH2:12]3)(=[O:5])[CH3:2], predict the reactants needed to synthesize it. The reactants are: O[CH2:2][C:3]([C@H:6]1[C@@H:10]2[C@@H:11]3[C@@:24]([CH3:27])([CH2:25][CH2:26][C@@:9]2([NH:42]CCN2CCS(=O)(=O)CC2)[CH2:8][CH2:7]1)[C@@:23]1([CH3:28])[C@@H:14]([C@:15]2([CH3:41])[C@@H:20]([CH2:21][CH2:22]1)[C:19]([CH3:30])([CH3:29])[C:18]([C:31]1[CH:40]=[CH:39][C:34]([C:35]([O:37][CH3:38])=[O:36])=[CH:33][CH:32]=1)=[CH:17][CH2:16]2)[CH2:13][CH2:12]3)([OH:5])C.I([O-])(=O)(=O)=O.[Na+]. (3) The reactants are: [Si:1]([O:8][C@H:9]1[CH2:13][C@H:12]([N:14]2[C:18]3[N:19]=[CH:20][N:21]=[C:22]([NH:23][C@@H:24]4[C:32]5[C:27](=[CH:28][CH:29]=[CH:30][CH:31]=5)[CH2:26][CH2:25]4)[C:17]=3[CH:16]=[CH:15]2)[CH2:11][C@H:10]1[CH2:33]O)([C:4]([CH3:7])([CH3:6])[CH3:5])([CH3:3])[CH3:2].[C:35]([NH:42][SH:43](=[O:45])=[O:44])([O:37][C:38]([CH3:41])([CH3:40])[CH3:39])=[O:36].C1(P(C2C=CC=CC=2)C2C=CC=CC=2)C=CC=CC=1.C(OCC)(=O)C.[N:71](C(OCC)=O)=NC(OCC)=O. Given the product [C:38]([O:37][C:35](=[O:36])[N:42]([S:43]([NH2:71])(=[O:44])=[O:45])[CH2:33][C@@H:10]1[CH2:11][C@@H:12]([N:14]2[C:18]3[N:19]=[CH:20][N:21]=[C:22]([NH:23][C@@H:24]4[C:32]5[C:27](=[CH:28][CH:29]=[CH:30][CH:31]=5)[CH2:26][CH2:25]4)[C:17]=3[CH:16]=[CH:15]2)[CH2:13][C@@H:9]1[O:8][Si:1]([C:4]([CH3:5])([CH3:6])[CH3:7])([CH3:2])[CH3:3])([CH3:41])([CH3:40])[CH3:39], predict the reactants needed to synthesize it. (4) Given the product [C:1]([C:5]([C:8]([C:11]([CH2:14][CH2:15][CH2:16][CH2:17][CH2:18][CH2:19][CH2:20][CH2:21][CH2:22][CH2:23][CH2:24][Br:26])([F:13])[F:12])([F:10])[F:9])([F:7])[F:6])([F:4])([F:3])[F:2], predict the reactants needed to synthesize it. The reactants are: [C:1]([C:5]([C:8]([C:11]([CH2:14][CH2:15][CH2:16][CH2:17][CH2:18][CH2:19][CH2:20][CH2:21][CH2:22][CH2:23][CH2:24]O)([F:13])[F:12])([F:10])[F:9])([F:7])[F:6])([F:4])([F:3])[F:2].[BrH:26].S(=O)(=O)(O)O. (5) Given the product [C:25]([C:27]1[CH:28]=[C:29]2[C:34](=[CH:35][CH:36]=1)[N:33]=[C:32]([N:37]1[CH:41]=[C:40]([C:42]([O:44][CH2:45][CH3:46])=[O:43])[CH:39]=[N:38]1)[NH:31][C:30]2=[O:47])#[CH:26], predict the reactants needed to synthesize it. The reactants are: C(C1C=CC(N)=CC=1)#C.C(C1C=CC=C(C(C)(C)C)N=1)(C)(C)C.Cl[C:25]([C:27]1[CH:28]=[C:29]2[C:34](=[CH:35][CH:36]=1)[N:33]=[C:32]([N:37]1[CH:41]=[C:40]([C:42]([O:44][CH2:45][CH3:46])=[O:43])[CH:39]=[N:38]1)[NH:31][C:30]2=[O:47])=[CH2:26]. (6) Given the product [OH:33][CH:15]([C:13]1[CH:12]=[CH:11][C:3]([O:4][CH2:5][C:6]([O:8][CH2:9][CH3:10])=[O:7])=[C:2]([CH3:1])[CH:14]=1)[CH2:16][C:17]1[S:21][C:20]([C:22]2[CH:27]=[CH:26][C:25]([C:28]([F:30])([F:31])[F:29])=[CH:24][CH:23]=2)=[N:19][C:18]=1[CH3:32], predict the reactants needed to synthesize it. The reactants are: [CH3:1][C:2]1[CH:14]=[C:13]([C:15](=[O:33])[CH2:16][C:17]2[S:21][C:20]([C:22]3[CH:27]=[CH:26][C:25]([C:28]([F:31])([F:30])[F:29])=[CH:24][CH:23]=3)=[N:19][C:18]=2[CH3:32])[CH:12]=[CH:11][C:3]=1[O:4][CH2:5][C:6]([O:8][CH2:9][CH3:10])=[O:7].[BH4-].[Na+].Cl.O.